Predict the product of the given reaction. From a dataset of Forward reaction prediction with 1.9M reactions from USPTO patents (1976-2016). (1) Given the reactants F[C:2]1[CH:9]=[CH:8][CH:7]=[CH:6][C:3]=1[C:4]#[N:5].BrC1C=[CH:13][C:14]([S:19]CC)=C(C=1)C=O, predict the reaction product. The product is: [CH2:14]([S:19][C:2]1[CH:9]=[CH:8][CH:7]=[CH:6][C:3]=1[C:4]#[N:5])[CH3:13]. (2) Given the reactants O[CH2:2][C:3]1C=C(O)C=C[CH:8]=1.C(C1C(O)=CC=C2C=1C=CN2CC(C)(C)C)C=C.[CH3:28][C:29]([CH3:61])([CH3:60])[CH2:30][N:31]1[C:39]2[C:34](=[C:35]([CH2:57][CH2:58][CH3:59])[C:36]([O:40][CH2:41][CH2:42][CH2:43][CH2:44][O:45][C:46]3[CH:51]=[CH:50][C:49]([C:52]4[NH:56][N:55]=[N:54][N:53]=4)=[CH:48][CH:47]=3)=[CH:37][CH:38]=2)[CH:33]=[CH:32]1, predict the reaction product. The product is: [CH2:57]([C:35]1[C:36]([O:40][CH2:41][C:42]2[CH:8]=[CH:3][CH:2]=[C:44]([O:45][C:46]3[CH:47]=[CH:48][C:49]([C:52]4[NH:56][N:55]=[N:54][N:53]=4)=[CH:50][CH:51]=3)[CH:43]=2)=[CH:37][CH:38]=[C:39]2[C:34]=1[CH:33]=[CH:32][N:31]2[CH2:30][C:29]([CH3:60])([CH3:61])[CH3:28])[CH:58]=[CH2:59]. (3) Given the reactants Br[C:2]1[CH:10]=[CH:9][CH:8]=[C:7]2[C:3]=1[CH:4]=[N:5][N:6]2S(C1C=CC=CC=1)(=O)=O.[CH3:20][CH:21]([N:23]1[C:27]([C:28]([NH:30][C:31]2[CH:39]=[C:38]([Sn](C)(C)C)[CH:37]=[C:36]3[C:32]=2[CH:33]=[N:34][N:35]3S(C2C=CC=CC=2)(=O)=O)=[O:29])=[CH:26][CH:25]=[N:24]1)[CH3:22].C1(S)C=CC=CC=1, predict the reaction product. The product is: [NH:6]1[C:7]2[CH:8]=[CH:9][CH:10]=[C:2]([C:38]3[CH:37]=[C:36]4[C:32]([CH:33]=[N:34][NH:35]4)=[C:31]([NH:30][C:28]([C:27]4[N:23]([CH:21]([CH3:20])[CH3:22])[N:24]=[CH:25][CH:26]=4)=[O:29])[CH:39]=3)[C:3]=2[CH:4]=[N:5]1. (4) Given the reactants Cl.[CH3:2][N:3]([C@@H:28]1[CH2:33][CH2:32][CH2:31][NH:30][CH2:29]1)[C:4]1[N:5]=[C:6]([NH:13][C:14]2[CH:19]=[CH:18][C:17]([C:20]([N:22]3[CH2:27][CH2:26][O:25][CH2:24][CH2:23]3)=[O:21])=[CH:16][CH:15]=2)[C:7]([C:10]([NH2:12])=[O:11])=[N:8][CH:9]=1.CCN(C(C)C)C(C)C.[C:43]([Cl:47])(=[O:46])[CH:44]=[CH2:45], predict the reaction product. The product is: [C:43]([N:30]1[CH2:31][CH2:32][CH2:33][C@@H:28]([N:3]([CH3:2])[C:4]2[N:5]=[C:6]([NH:13][C:14]3[CH:19]=[CH:18][C:17]([C:20]([N:22]4[CH2:23][CH2:24][O:25][CH2:26][CH2:27]4)=[O:21])=[CH:16][CH:15]=3)[C:7]([C:10]([NH2:12])=[O:11])=[N:8][CH:9]=2)[CH2:29]1)(=[O:46])[CH:44]=[CH2:45].[ClH:47]. (5) Given the reactants [Cl:1][C:2]1[CH:3]=[C:4]([NH:9][C:10]2[C:19]3[C:14](=[CH:15][C:16](F)=[C:17]([N+:20]([O-:22])=[O:21])[CH:18]=3)[N:13]=[CH:12][N:11]=2)[CH:5]=[CH:6][C:7]=1[F:8].C[Si](C)(C)[O-].[K+].[O:30]1[CH2:34][CH2:33][C@H:32]([OH:35])[CH2:31]1, predict the reaction product. The product is: [Cl:1][C:2]1[CH:3]=[C:4]([NH:9][C:10]2[C:19]3[C:14](=[CH:15][C:16]([O:35][C@H:32]4[CH2:33][CH2:34][O:30][CH2:31]4)=[C:17]([N+:20]([O-:22])=[O:21])[CH:18]=3)[N:13]=[CH:12][N:11]=2)[CH:5]=[CH:6][C:7]=1[F:8]. (6) Given the reactants [CH3:1][C:2]1([CH3:18])[O:6][CH:5]([CH2:7][C:8]2[C:15]([O:16][CH3:17])=[CH:14][CH:13]=[CH:12][C:9]=2[CH:10]=O)[CH2:4][O:3]1.[NH:19]1[CH2:24][CH2:23][O:22][CH2:21][CH2:20]1.C(O[BH-](OC(=O)C)OC(=O)C)(=O)C.[Na+].C(=O)([O-])[O-].[Na+].[Na+], predict the reaction product. The product is: [CH3:1][C:2]1([CH3:18])[O:6][CH:5]([CH2:7][C:8]2[C:15]([O:16][CH3:17])=[CH:14][CH:13]=[CH:12][C:9]=2[CH2:10][N:19]2[CH2:24][CH2:23][O:22][CH2:21][CH2:20]2)[CH2:4][O:3]1. (7) Given the reactants F[C:2]1[CH:7]=[CH:6][C:5]([N+:8]([O-:10])=[O:9])=[CH:4][CH:3]=1.[CH3:11][N:12]([CH3:17])[CH2:13][CH2:14][CH2:15][OH:16].[OH-].[K+], predict the reaction product. The product is: [CH3:11][N:12]([CH3:17])[CH2:13][CH2:14][CH2:15][O:16][C:2]1[CH:7]=[CH:6][C:5]([N+:8]([O-:10])=[O:9])=[CH:4][CH:3]=1.